This data is from Reaction yield outcomes from USPTO patents with 853,638 reactions. The task is: Predict the reaction yield, written as a fraction of the theoretical maximum amount of product (1.0 means a 100% yield; for example, 0.34 means a 34% yield). (1) The reactants are [CH3:1][O:2][C:3](=[O:31])[CH2:4][C@H:5]([OH:30])[CH2:6][N:7]([C:14](=[O:29])[C@@H:15]([NH:17][C:18]1[CH:23]=[CH:22][C:21]([C:24]([F:27])([F:26])[F:25])=[C:20]([Cl:28])[CH:19]=1)[CH3:16])[CH2:8][CH:9](OC)OC.FC(F)(F)C(O)=O.C([SiH](CC)CC)C.C(N(CC)CC)C.OS([O-])(=O)=O.[K+].CCOC(C)=O. The catalyst is ClCCl. The product is [CH3:1][O:2][C:3](=[O:31])[CH2:4][C@H:5]([OH:30])[CH2:6][N:7]1[CH2:8][CH2:9][N:17]([C:18]2[CH:23]=[CH:22][C:21]([C:24]([F:26])([F:25])[F:27])=[C:20]([Cl:28])[CH:19]=2)[C@@H:15]([CH3:16])[C:14]1=[O:29]. The yield is 0.0700. (2) The reactants are [OH:1][CH:2]1[N:6]([C:7]2[CH:12]=[C:11]([C:13]([F:16])([F:15])[F:14])[C:10](I)=[CH:9][N:8]=2)[C:5](=[O:18])[N:4]([CH3:19])[CH:3]1C.[S:21]1[CH:25]=[CH:24][C:23](B(O)O)=[CH:22]1.[O-]P([O-])([O-])=O.[K+].[K+].[K+].C1(P(C2CCCCC2)C2C=CC=CC=2C2C(OC)=CC=CC=2OC)CCCCC1. The catalyst is C1(C)C=CC=CC=1.CCOC(C)=O.CC([O-])=O.CC([O-])=O.[Pd+2]. The product is [OH:1][CH:2]1[CH2:3][N:4]([CH3:19])[C:5](=[O:18])[N:6]1[C:7]1[CH:12]=[C:11]([C:13]([F:16])([F:15])[F:14])[C:10]([C:23]2[CH:24]=[CH:25][S:21][CH:22]=2)=[CH:9][N:8]=1. The yield is 0.920.